From a dataset of Experimentally validated miRNA-target interactions with 360,000+ pairs, plus equal number of negative samples. Binary Classification. Given a miRNA mature sequence and a target amino acid sequence, predict their likelihood of interaction. (1) The miRNA is hsa-miR-182-5p with sequence UUUGGCAAUGGUAGAACUCACACU. The protein sequence of the target gene is MAKRNAEKELTDRNWDQEDEAEEVGTFSMASEEVLKNRAIKKAKRRNVGFESDTGGAFKGFKGLVVPSGGGRFSGFGSGAGGKPLEGLSNGNNITSAPPFASAKAAADPKVAFGSLAANGPTTLVDKVSNPKTNGDSQQPSSSGLASSKACVGNAYHKQLAALNCSVRDWIVKHVNTNPLCDLTPIFKDYEKYLANIEQQHGNSGRNSESESNKVAAETQSPSLFGSTKLQQESTFLFHGNKTEDTPDKKMEVASEKKTDPSSLGATSASFNFGKKVDSSVLGSLSSVPLTGFSFSPGNS.... Result: 1 (interaction). (2) The miRNA is hsa-miR-887-5p with sequence CUUGGGAGCCCUGUUAGACUC. The protein sequence of the target gene is MATAVETEACQPTDASWESGGGGDDEMKQALPELESSQQNGGGGGLNIAEPSGGAGREENAGAEAAQSLSHEQPQDSSEAGAAALPRGPEEPERPVRRSFQIPRKSREKKALFQPLTPGSREFEDVVNILHSSYLEPTSVTNFNYRRACLVHNELLEKEFTEKRRELKFDGRLDKELSESYAFLMVDRYQVQTICEKGLHVGQSKITILGSPSMGVYLSRYADLLQANPLDTGAMGDVVIFKIMKGKIKSIYDPMGVKSLESMLNKSALDPTPKHECHVSKNANRITSLLAYRAYELTQY.... Result: 1 (interaction). (3) The miRNA is hsa-miR-5582-3p with sequence UAAAACUUUAAGUGUGCCUAGG. The protein sequence of the target gene is MGSTVPRSASVLLLLLLLRRAEQPCGAELTFELPDNAKQCFHEEVEQGVKFSLDYQVITGGHYDVDCYVEDPQGNTIYRETKKQYDSFTYRAEVKGVYQFCFSNEFSTFSHKTVYFDFQVGDEPPILPDMGNRVTALTQMESACVTIHEALKTVIDSQTHYRLREAQDRARAEDLNSRVSYWSVGETIALFVVSFSQVLLLKSFFTEKRPISRAVHS. Result: 0 (no interaction). (4) The miRNA is hsa-miR-145-5p with sequence GUCCAGUUUUCCCAGGAAUCCCU. The protein sequence of the target gene is MAFPSLSAGQNPWRNLSSEELEKQYSPSRWVIHTKPEEVVGNFVQIGSQATQKARATRRNQLDVPYGDGEGEKLDIYFPDEDSKAFPLFLFLHGGYWQSGSKDDSAFMVNPLTAQGIVVVIVAYDIAPKGTLDQMVDQVTRSVVFLQRRYPSNEGIYLCGHSAGAHLAAMVLLARWTKHGVTPNLQGFLLVSGIYDLEPLIATSQNDPLRMTLEDAQRNSPQRHLDVVPAQPVAPACPVLVLVGQHDSPEFHRQSKEFYETLLRVGWKASFQQLRGVDHFDIIENLTREDDVLTQIILKT.... Result: 0 (no interaction). (5) The miRNA is hsa-miR-99b-5p with sequence CACCCGUAGAACCGACCUUGCG. The protein sequence of the target gene is MALVRALVCCLLTAWHCRSGLGLPVAPAGGRNPPPAIGQFWHVTDLHLDPTYHITDDHTKVCASSKGANASNPGPFGDVLCDSPYQLILSAFDFIKNSGQEASFMIWTGDSPPHVPVPELSTDTVINVITNMTTTIQSLFPNLQVFPALGNHDYWPQDQLPVVTSKVYNAVANLWKPWLDEEAISTLRKGGFYSQKVTTNPNLRIISLNTNLYYGPNIMTLNKTDPANQFEWLESTLNNSQQNKEKVYIIAHVPVGYLPSSQNITAMREYYNEKLIDIFQKYSDVIAGQFYGHTHRDSIM.... Result: 0 (no interaction). (6) Result: 1 (interaction). The protein sequence of the target gene is MKLHCEVEVISRHLPALGLRNRGKGVRAVLSLCQQTSRSQPPVRAFLLISTLKDKRGTRYELRENIEQFFTKFVDEGKATVRLKEPPVDICLSKAISSSLKGFLSAMRLAHRGCNVDTPVSTLTPVKTSEFENFKTKMVITSKKDYPLSKNFPYSLEHLQTSYCGLVRVDMRMLCLKSLRKLDLSHNHIKKLPATIGDLIHLQELNLNDNHLESFSVALCHSTLQKSLRSLDLSKNKIKALPVQFCQLQELKNLKLDDNELIQFPCKIGQLINLRFLSAARNKLPFLPSEFRNLSLEYLD.... The miRNA is hsa-miR-193b-3p with sequence AACUGGCCCUCAAAGUCCCGCU.